This data is from Catalyst prediction with 721,799 reactions and 888 catalyst types from USPTO. The task is: Predict which catalyst facilitates the given reaction. (1) Reactant: [CH2:1]=[C:2]([CH2:7][C:8]([O:10]C)=O)[C:3]([O:5][CH3:6])=[O:4].[CH3:12][O:13][C:14]1[CH:21]=[CH:20][C:17]([CH2:18][NH2:19])=[CH:16][CH:15]=1. Product: [CH3:12][O:13][C:14]1[CH:21]=[CH:20][C:17]([CH2:18][N:19]2[C:8](=[O:10])[CH2:7][CH:2]([C:3]([O:5][CH3:6])=[O:4])[CH2:1]2)=[CH:16][CH:15]=1. The catalyst class is: 5. (2) Reactant: C[O-].[Na+].[CH3:4][O:5][CH:6]([C:11]([O:13]C)=O)[C:7](OC)=[O:8].C(O)(=O)C.[CH:19]([NH2:21])=[NH:20].Cl. Product: [OH:13][C:11]1[C:6]([O:5][CH3:4])=[C:7]([OH:8])[N:21]=[CH:19][N:20]=1. The catalyst class is: 5. (3) The catalyst class is: 2. Product: [CH:25]([N:2]([CH:6]([CH3:5])[CH3:7])[CH2:16][CH3:17])([CH3:26])[CH3:24]. Reactant: O[N:2]1[C:6]2[CH:7]=CC=C[C:5]=2N=N1.C(N([CH2:16][CH3:17])CC)C.CN(C)C=O.O1C[CH2:26][CH2:25][CH2:24]1. (4) Reactant: [Cl:1][C:2]1[CH:7]=[CH:6][C:5]([C:8]2[N:9]=[C:10]([CH2:13]O)[S:11][CH:12]=2)=[CH:4][CH:3]=1.P(Br)(Br)[Br:16].O. Product: [Br:16][CH2:13][C:10]1[S:11][CH:12]=[C:8]([C:5]2[CH:6]=[CH:7][C:2]([Cl:1])=[CH:3][CH:4]=2)[N:9]=1. The catalyst class is: 11. (5) Reactant: [CH3:1][O:2][C:3]1[CH:8]=[CH:7][C:6]([C:9]2[C:13]3[CH2:14][C:15]4[S:16][C:17]([C:20]5[CH:21]=[N:22][C:23]([O:26][CH3:27])=[CH:24][CH:25]=5)=[CH:18][C:19]=4[C:12]=3[N:11](COCC[Si](C)(C)C)[N:10]=2)=[CH:5][CH:4]=1.Cl. Product: [CH3:1][O:2][C:3]1[CH:4]=[CH:5][C:6]([C:9]2[C:13]3[CH2:14][C:15]4[S:16][C:17]([C:20]5[CH:21]=[N:22][C:23]([O:26][CH3:27])=[CH:24][CH:25]=5)=[CH:18][C:19]=4[C:12]=3[NH:11][N:10]=2)=[CH:7][CH:8]=1. The catalyst class is: 5.